From a dataset of Forward reaction prediction with 1.9M reactions from USPTO patents (1976-2016). Predict the product of the given reaction. (1) Given the reactants Cl[C:2]1[C:11]2[C:6](=[CH:7][C:8]([F:13])=[C:9]([F:12])[CH:10]=2)[N:5]=[C:4]2[N:14]([C:17]3[CH:22]=[CH:21][CH:20]=[CH:19][N:18]=3)[N:15]=[CH:16][C:3]=12.Cl.C([OH:26])C, predict the reaction product. The product is: [F:12][C:9]1[CH:10]=[C:11]2[C:6](=[CH:7][C:8]=1[F:13])[NH:5][C:4]1[N:14]([C:17]3[CH:22]=[CH:21][CH:20]=[CH:19][N:18]=3)[N:15]=[CH:16][C:3]=1[C:2]2=[O:26]. (2) Given the reactants CC(C1C=C([C:10]2[N:15]3[N:16]=[C:17]([NH:19][C:20]4[CH:25]=[CH:24][N:23]=[C:22]([CH3:26])[CH:21]=4)[N:18]=[C:14]3[CH:13]=[CH:12][CH:11]=2)C=CC=1)C.[CH3:27][O:28][CH:29]1[CH2:34][CH2:33][N:32](C2N3N=C(N)N=C3C=CC=2)[CH2:31][CH2:30]1, predict the reaction product. The product is: [CH3:27][O:28][CH:29]1[CH2:34][CH2:33][N:32]([C:10]2[N:15]3[N:16]=[C:17]([NH:19][C:20]4[CH:25]=[CH:24][N:23]=[C:22]([CH3:26])[CH:21]=4)[N:18]=[C:14]3[CH:13]=[CH:12][CH:11]=2)[CH2:31][CH2:30]1. (3) Given the reactants Cl.[CH3:2][O:3][C:4](=[O:29])[C:5]1[CH:10]=[CH:9][CH:8]=[C:7](/[CH:11]=[C:12]2/[CH2:13][C@@H:14]([C:22]3[CH:27]=[CH:26][CH:25]=[C:24]([OH:28])[CH:23]=3)[C@@H:15]([CH2:18][N:19]([CH3:21])[CH3:20])[CH2:16][CH2:17]/2)[CH:6]=1, predict the reaction product. The product is: [CH3:2][O:3][C:4](=[O:29])[C:5]1[CH:10]=[CH:9][CH:8]=[C:7](/[CH:11]=[C:12]2\[CH2:13][C@@H:14]([C:22]3[CH:27]=[CH:26][CH:25]=[C:24]([OH:28])[CH:23]=3)[C@@H:15]([CH2:18][N:19]([CH3:21])[CH3:20])[CH2:16][CH2:17]\2)[CH:6]=1.